Task: Predict which catalyst facilitates the given reaction.. Dataset: Catalyst prediction with 721,799 reactions and 888 catalyst types from USPTO (1) Reactant: [Cl:1][C:2]1[CH:7]=[C:6]([C:8]([NH:10][C:11](=[N:14][C:15]2[CH:20]=[CH:19][C:18]([F:21])=[C:17]([F:22])[CH:16]=2)SC)=O)[CH:5]=[C:4]([CH3:23])[N:3]=1.[NH:24]([CH2:26][C@@H:27]([OH:30])[CH2:28][CH3:29])[NH2:25]. Product: [Cl:1][C:2]1[CH:7]=[C:6]([C:8]2[N:24]([CH2:26][C@@H:27]([OH:30])[CH2:28][CH3:29])[N:25]=[C:11]([NH:14][C:15]3[CH:20]=[CH:19][C:18]([F:21])=[C:17]([F:22])[CH:16]=3)[N:10]=2)[CH:5]=[C:4]([CH3:23])[N:3]=1. The catalyst class is: 218. (2) Reactant: [CH3:1][C:2]1[N:7]=[C:6]([NH2:8])[CH:5]=[CH:4][CH:3]=1.[CH3:9][C:10]([O:13][C:14](O[C:14]([O:13][C:10]([CH3:12])([CH3:11])[CH3:9])=[O:15])=[O:15])([CH3:12])[CH3:11]. Product: [CH3:1][C:2]1[N:7]=[C:6]([NH:8][C:14](=[O:15])[O:13][C:10]([CH3:12])([CH3:11])[CH3:9])[CH:5]=[CH:4][CH:3]=1. The catalyst class is: 218. (3) Product: [CH3:3][O:4][C:5]1[CH:6]=[C:7]2[C:12](=[CH:13][CH:14]=1)[C:11](=[CH2:17])[CH2:10][CH2:9][CH2:8]2. The catalyst class is: 629. Reactant: [H-].[Na+].[CH3:3][O:4][C:5]1[CH:6]=[C:7]2[C:12](=[CH:13][CH:14]=1)[C:11](=O)[CH2:10][CH2:9][CH2:8]2.O.[CH2:17]1COCC1. (4) Reactant: [Cl:1][C:2]1[C:3]([C:11]#[N:12])=[C:4]([C:8]([OH:10])=O)[NH:5][C:6]=1[CH3:7].CCN(C(C)C)C(C)C.CN(C(ON1N=NC2C=CC=NC1=2)=[N+](C)C)C.F[P-](F)(F)(F)(F)F.CC1(C)C2CC[C@]1(CS(O)(=O)=O)C(=O)C2.[NH2:61][C@@H:62]1[CH2:67][CH2:66][N:65]([C:68]([O:70][CH2:71][CH3:72])=[O:69])[CH2:64][C@@H:63]1[O:73][CH3:74]. Product: [Cl:1][C:2]1[C:3]([C:11]#[N:12])=[C:4]([C:8]([NH:61][C@@H:62]2[CH2:67][CH2:66][N:65]([C:68]([O:70][CH2:71][CH3:72])=[O:69])[CH2:64][C@@H:63]2[O:73][CH3:74])=[O:10])[NH:5][C:6]=1[CH3:7]. The catalyst class is: 2. (5) Reactant: [C:1]1([CH:7]([CH3:11])[CH2:8][CH:9]=O)[CH:6]=[CH:5][CH:4]=[CH:3][CH:2]=1.Cl.[NH2:13][CH2:14][C:15]([NH2:17])=[O:16].C(N(CC)CC)C.C([O-])([O-])=O.[K+].[K+]. Product: [C:1]1([CH:7]([CH3:11])[CH2:8][CH:9]2[NH:17][C:15](=[O:16])[CH2:14][NH:13]2)[CH:6]=[CH:5][CH:4]=[CH:3][CH:2]=1. The catalyst class is: 8.